From a dataset of Reaction yield outcomes from USPTO patents with 853,638 reactions. Predict the reaction yield, written as a fraction of the theoretical maximum amount of product (1.0 means a 100% yield; for example, 0.34 means a 34% yield). The reactants are [OH:1][C:2]1[CH:12]=[CH:11][CH:10]=[C:4]2[C:5]([O:7][C:8](=[O:9])[C:3]=12)=O.[CH3:13][O:14][C:15]1[CH:22]=[CH:21][C:18]([CH2:19][NH2:20])=[CH:17][CH:16]=1.C(O)(=O)C. The catalyst is O. The product is [OH:1][C:2]1[CH:12]=[CH:11][CH:10]=[C:4]2[C:3]=1[C:8](=[O:9])[N:20]([CH2:19][C:18]1[CH:21]=[CH:22][C:15]([O:14][CH3:13])=[CH:16][CH:17]=1)[C:5]2=[O:7]. The yield is 0.810.